This data is from Forward reaction prediction with 1.9M reactions from USPTO patents (1976-2016). The task is: Predict the product of the given reaction. (1) Given the reactants CS(O[CH2:6][C:7]1([CH3:18])[CH2:11][C:10]2[CH:12]=[C:13]([Br:17])[CH:14]=[C:15]([Cl:16])[C:9]=2[O:8]1)(=O)=O.[N-:19]=[N+:20]=[N-:21].[Na+].C([O-])([O-])=O.[K+].[K+].O, predict the reaction product. The product is: [N:19]([CH2:6][C:7]1([CH3:18])[CH2:11][C:10]2[CH:12]=[C:13]([Br:17])[CH:14]=[C:15]([Cl:16])[C:9]=2[O:8]1)=[N+:20]=[N-:21]. (2) Given the reactants [Br:1][C:2]1[CH:3]=[C:4]([C:13]2[CH:18]=[CH:17][CH:16]=[CH:15][CH:14]=2)[CH:5]=[CH:6][C:7]=1[C:8]#[C:9][C:10]([OH:12])=O.[Cl:19][C:20]1[CH:21]=[C:22]([NH2:33])[CH:23]=[CH:24][C:25]=1[CH2:26][CH2:27][N:28]1[CH2:32][CH2:31][CH2:30][CH2:29]1, predict the reaction product. The product is: [Cl:19][C:20]1[CH:21]=[C:22]([NH:33][C:10](=[O:12])[C:9]#[C:8][C:7]2[CH:6]=[CH:5][C:4]([C:13]3[CH:18]=[CH:17][CH:16]=[CH:15][CH:14]=3)=[CH:3][C:2]=2[Br:1])[CH:23]=[CH:24][C:25]=1[CH2:26][CH2:27][N:28]1[CH2:29][CH2:30][CH2:31][CH2:32]1. (3) Given the reactants [I:1][C:2]1[CH:3]=[C:4]([CH3:9])[C:5]([OH:8])=[N:6][CH:7]=1.[C:10]([O-])([O-])=O.[K+].[K+].CI, predict the reaction product. The product is: [I:1][C:2]1[CH:3]=[C:4]([CH3:9])[C:5](=[O:8])[N:6]([CH3:10])[CH:7]=1. (4) Given the reactants F[C:2]1[N:7]=[CH:6][C:5]([C:8]2([OH:18])[CH2:17][CH2:16][C:11]3([O:15][CH2:14][CH2:13][O:12]3)[CH2:10][CH2:9]2)=[CH:4][CH:3]=1.[C-:19]#[N:20].[K+].C1OCCOCCOCCOCCOCCOC1, predict the reaction product. The product is: [OH:18][C:8]1([C:5]2[CH:4]=[CH:3][C:2]([C:19]#[N:20])=[N:7][CH:6]=2)[CH2:17][CH2:16][C:11]2([O:15][CH2:14][CH2:13][O:12]2)[CH2:10][CH2:9]1. (5) Given the reactants [CH3:1][N:2]([C@@H:10]([CH3:49])[C:11]([NH:13][C@@H:14]1[C:20](=[O:21])[N:19]([CH2:22][C:23]2[C:32]3[C:27](=[CH:28][CH:29]=[CH:30][CH:31]=3)[CH:26]=[CH:25][C:24]=2[CH3:33])[C:18]2[CH:34]=[CH:35][CH:36]=[CH:37][C:17]=2[N:16]([C:38](=[O:48])[C:39]2[CH:44]=[CH:43][C:42]([N+:45]([O-])=O)=[CH:41][CH:40]=2)[CH2:15]1)=[O:12])[C:3](=[O:9])[O:4][C:5]([CH3:8])([CH3:7])[CH3:6].O.O.[Sn](Cl)Cl, predict the reaction product. The product is: [NH2:45][C:42]1[CH:43]=[CH:44][C:39]([C:38]([N:16]2[CH2:15][C@H:14]([NH:13][C:11](=[O:12])[C@@H:10]([N:2]([CH3:1])[C:3](=[O:9])[O:4][C:5]([CH3:6])([CH3:8])[CH3:7])[CH3:49])[C:20](=[O:21])[N:19]([CH2:22][C:23]3[C:32]4[C:27](=[CH:28][CH:29]=[CH:30][CH:31]=4)[CH:26]=[CH:25][C:24]=3[CH3:33])[C:18]3[CH:34]=[CH:35][CH:36]=[CH:37][C:17]2=3)=[O:48])=[CH:40][CH:41]=1. (6) Given the reactants Cl[C:2]1[N:7]=[C:6]([CH2:8][CH2:9][C:10]2[CH:15]=[CH:14][CH:13]=[CH:12][C:11]=2[CH2:16][C:17]([NH2:19])=[O:18])[C:5]([CH3:20])=[CH:4][N:3]=1.[NH2:21][C:22]1[CH:41]=[CH:40][C:25]([O:26][CH:27]2[CH2:32][CH2:31][N:30]([C:33]([O:35][C:36]([CH3:39])([CH3:38])[CH3:37])=[O:34])[CH2:29][CH2:28]2)=[CH:24][CH:23]=1.C([O-])([O-])=O.[Cs+].[Cs+].CC1(C)C2C(=C(P(C3C=CC=CC=3)C3C=CC=CC=3)C=CC=2)OC2C(P(C3C=CC=CC=3)C3C=CC=CC=3)=CC=CC1=2, predict the reaction product. The product is: [NH2:19][C:17](=[O:18])[CH2:16][C:11]1[CH:12]=[CH:13][CH:14]=[CH:15][C:10]=1[CH2:9][CH2:8][C:6]1[C:5]([CH3:20])=[CH:4][N:3]=[C:2]([NH:21][C:22]2[CH:23]=[CH:24][C:25]([O:26][CH:27]3[CH2:32][CH2:31][N:30]([C:33]([O:35][C:36]([CH3:37])([CH3:38])[CH3:39])=[O:34])[CH2:29][CH2:28]3)=[CH:40][CH:41]=2)[N:7]=1.